This data is from Full USPTO retrosynthesis dataset with 1.9M reactions from patents (1976-2016). The task is: Predict the reactants needed to synthesize the given product. (1) Given the product [F:8][C:6]1[CH:5]=[C:4]([C:9]2([CH2:15][CH2:16][C:17]3[O:18][N:23]=[C:22]([C:24]4[CH:29]=[CH:28][NH:27][C:26](=[O:30])[CH:25]=4)[N:21]=3)[CH2:10][CH2:11][CH2:12][CH2:13][CH2:14]2)[CH:3]=[C:2]([F:1])[CH:7]=1, predict the reactants needed to synthesize it. The reactants are: [F:1][C:2]1[CH:3]=[C:4]([C:9]2([CH2:15][CH2:16][C:17](O)=[O:18])[CH2:14][CH2:13][CH2:12][CH2:11][CH2:10]2)[CH:5]=[C:6]([F:8])[CH:7]=1.O/[N:21]=[C:22](/[C:24]1[CH:29]=[CH:28][NH:27][C:26](=[O:30])[CH:25]=1)\[NH2:23].C(N=C=NC(C)C)(C)C.CCCC[N+](CCCC)(CCCC)CCCC.[F-]. (2) Given the product [ClH:1].[Cl:29][C:25]1[CH:24]=[C:23]([CH:28]=[CH:27][N:26]=1)[C:21]([NH:20][C:14]1[CH:15]=[CH:16][C:17]([Cl:19])=[CH:18][C:13]=1[C:10]1[CH2:11][CH2:12][NH:7][CH2:8][CH:9]=1)=[O:22], predict the reactants needed to synthesize it. The reactants are: [Cl:1]C(OC([N:7]1[CH2:12][CH:11]=[C:10]([C:13]2[CH:18]=[C:17]([Cl:19])[CH:16]=[CH:15][C:14]=2[NH:20][C:21]([C:23]2[CH:28]=[CH:27][N:26]=[C:25]([Cl:29])[CH:24]=2)=[O:22])[CH2:9][CH2:8]1)=O)C. (3) Given the product [Br:1][C:2]1[CH:7]=[CH:6][CH:5]=[CH:4][C:3]=1[CH2:8][CH2:9][O:10][Si:11]([C:14]([CH3:17])([CH3:16])[CH3:15])([CH3:13])[CH3:12], predict the reactants needed to synthesize it. The reactants are: [Br:1][C:2]1[CH:7]=[CH:6][CH:5]=[CH:4][C:3]=1[CH2:8][CH2:9][OH:10].[Si:11](Cl)([C:14]([CH3:17])([CH3:16])[CH3:15])([CH3:13])[CH3:12].N1C=CN=C1.CCN(CC)CC. (4) Given the product [Br:1][C:2]1[CH:3]=[CH:4][C:5]([C@@H:8]([N:10]2[CH2:11][CH2:12][C:13]3([CH2:14][CH2:15][C:16](=[O:20])[CH2:21][CH2:22]3)[O:23][C:25]2=[O:27])[CH3:9])=[CH:6][CH:7]=1, predict the reactants needed to synthesize it. The reactants are: [Br:1][C:2]1[CH:7]=[CH:6][C:5]([C@@H:8]([NH:10][CH2:11][CH2:12][C:13]2([OH:23])[CH2:22][CH2:21][C:16]3([O:20]CCO3)[CH2:15][CH2:14]2)[CH3:9])=[CH:4][CH:3]=1.Cl[C:25](Cl)([O:27]C(=O)OC(Cl)(Cl)Cl)Cl. (5) The reactants are: [Cl:1][C:2]1[N:3]=[N:4][C:5]([O:8][CH2:9][CH:10]2[CH2:15][CH2:14][NH:13][CH2:12][CH2:11]2)=[CH:6][CH:7]=1.CCN(CC)CC.[CH2:23]([C:25]1([CH2:28][CH3:29])[CH2:27][O:26]1)[CH3:24].O. Given the product [Cl:1][C:2]1[N:3]=[N:4][C:5]([O:8][CH2:9][CH:10]2[CH2:15][CH2:14][N:13]([CH2:27][C:25]([OH:26])([CH2:28][CH3:29])[CH2:23][CH3:24])[CH2:12][CH2:11]2)=[CH:6][CH:7]=1, predict the reactants needed to synthesize it. (6) Given the product [N+:1]([C:4]1[CH:5]=[CH:6][C:7]2[N:12]([CH2:17][CH2:18][N:19]3[CH2:23][CH2:22][CH2:21][CH2:20]3)[C:11](=[O:13])[CH2:10][O:9][C:8]=2[CH:14]=1)([O-:3])=[O:2], predict the reactants needed to synthesize it. The reactants are: [N+:1]([C:4]1[CH:5]=[CH:6][C:7]2[NH:12][C:11](=[O:13])[CH2:10][O:9][C:8]=2[CH:14]=1)([O-:3])=[O:2].Cl.Cl[CH2:17][CH2:18][N:19]1[CH2:23][CH2:22][CH2:21][CH2:20]1.C([O-])([O-])=O.[K+].[K+]. (7) Given the product [Si:21]([O:20][CH2:19][CH2:18][O:1][CH:2]1[CH2:3][CH2:4][N:5]([C:8]([O:10][C:11]([CH3:14])([CH3:13])[CH3:12])=[O:9])[CH2:6][CH2:7]1)([C:24]([CH3:27])([CH3:26])[CH3:25])([CH3:23])[CH3:22], predict the reactants needed to synthesize it. The reactants are: [OH:1][CH:2]1[CH2:7][CH2:6][N:5]([C:8]([O:10][C:11]([CH3:14])([CH3:13])[CH3:12])=[O:9])[CH2:4][CH2:3]1.[H-].[Na+].Br[CH2:18][CH2:19][O:20][Si:21]([C:24]([CH3:27])([CH3:26])[CH3:25])([CH3:23])[CH3:22].O. (8) Given the product [NH2:60][C:58]1[CH:59]=[CH:54][CH:55]=[CH:56][C:57]=1[NH:62][C:3]([C:5]1[CH:6]=[CH:7][C:8]([N:11]2[CH2:28][CH2:27][C:14]3([CH2:19][CH2:18][N:17]([C:20]([O:22][CH2:39][C:40]4[CH:45]=[CH:44][CH:43]=[CH:42][CH:41]=4)=[O:21])[CH2:16][CH2:15]3)[CH2:13][CH2:12]2)=[N:9][CH:10]=1)=[O:2], predict the reactants needed to synthesize it. The reactants are: C[O:2][C:3]([C:5]1[CH:6]=[CH:7][C:8]([N:11]2[CH2:28][CH2:27][C:14]3([CH2:19][CH2:18][N:17]([C:20]([O:22]C(C)(C)C)=[O:21])[CH2:16][CH2:15]3)[CH2:13][CH2:12]2)=[N:9][CH:10]=1)=O.CCN(CC)CC.C(Cl)(O[CH2:39][C:40]1[CH:45]=[CH:44][CH:43]=[CH:42][CH:41]=1)=O.O[Li].O.C(Cl)CCl.[CH:54]1[CH:55]=[CH:56][C:57]2[N:62](O)N=[N:60][C:58]=2[CH:59]=1.C1(N)C=CC=CC=1N.